This data is from Full USPTO retrosynthesis dataset with 1.9M reactions from patents (1976-2016). The task is: Predict the reactants needed to synthesize the given product. (1) Given the product [CH3:33][O:34][C:35]1[CH:40]=[CH:39][C:38]([C:11]2[CH:12]=[CH:13][C:8]([S:7]([F:19])([F:18])([F:17])([F:16])[F:6])=[CH:9][CH:10]=2)=[CH:37][CH:36]=1, predict the reactants needed to synthesize it. The reactants are: F[B-](F)(F)F.[F:6][S:7]([F:19])([F:18])([F:17])([F:16])[C:8]1[CH:13]=[CH:12][C:11]([N+]#N)=[CH:10][CH:9]=1.FC1C=CC(S(F)(F)(F)(F)F)=CC=1.[CH3:33][O:34][C:35]1[CH:40]=[CH:39][C:38](S(F)(F)(F)(F)F)=[CH:37][CH:36]=1.FS(F)(F)(F)(F)C1C=CC(O)=CC=1. (2) Given the product [OH:2][CH2:1][C:3]1[CH:29]=[C:7]([C:8]([O:10][CH2:11][CH2:12][CH2:13][CH2:14][CH2:15][CH2:16][CH2:17][CH2:18]/[CH:19]=[CH:20]\[CH2:21]/[CH:22]=[CH:23]\[CH2:24][CH2:25][CH2:26][CH2:27][CH3:28])=[O:9])[CH:6]=[C:5]([CH:4]=1)[C:30]([O:32][CH2:33][CH2:34][CH2:35][CH2:36][CH2:37][CH2:38][CH2:39][CH2:40]/[CH:41]=[CH:42]\[CH2:43]/[CH:44]=[CH:45]\[CH2:46][CH2:47][CH2:48][CH2:49][CH3:50])=[O:31], predict the reactants needed to synthesize it. The reactants are: [CH:1]([C:3]1[CH:4]=[C:5]([C:30]([O:32][CH2:33][CH2:34][CH2:35][CH2:36][CH2:37][CH2:38][CH2:39][CH2:40]/[CH:41]=[CH:42]\[CH2:43]/[CH:44]=[CH:45]\[CH2:46][CH2:47][CH2:48][CH2:49][CH3:50])=[O:31])[CH:6]=[C:7]([CH:29]=1)[C:8]([O:10][CH2:11][CH2:12][CH2:13][CH2:14][CH2:15][CH2:16][CH2:17][CH2:18]/[CH:19]=[CH:20]\[CH2:21]/[CH:22]=[CH:23]\[CH2:24][CH2:25][CH2:26][CH2:27][CH3:28])=[O:9])=[O:2].[BH4-].[Na+].